From a dataset of Forward reaction prediction with 1.9M reactions from USPTO patents (1976-2016). Predict the product of the given reaction. Given the reactants [NH:1]1[CH2:6][CH2:5][CH:4]([CH2:7][CH2:8][OH:9])[CH2:3][CH2:2]1.Cl[CH2:11][C:12]1[C:13]([O:18][CH3:19])=[N:14][CH:15]=[CH:16][CH:17]=1.C(=O)([O-])[O-].[K+].[K+].O, predict the reaction product. The product is: [CH3:19][O:18][C:13]1[C:12]([CH2:11][N:1]2[CH2:6][CH2:5][CH:4]([CH2:7][CH2:8][OH:9])[CH2:3][CH2:2]2)=[CH:17][CH:16]=[CH:15][N:14]=1.